This data is from Full USPTO retrosynthesis dataset with 1.9M reactions from patents (1976-2016). The task is: Predict the reactants needed to synthesize the given product. Given the product [NH2:30][C:6]1[CH:7]=[C:8]([CH2:15][N:16]2[CH2:20][CH2:19][C@@H:18]([N:21]([C:23]([O:25][C:26]([CH3:29])([CH3:27])[CH3:28])=[O:24])[CH3:22])[CH2:17]2)[C:9]([C:11]([F:14])([F:12])[F:13])=[CH:10][C:5]=1[C:4]([OH:31])=[O:3], predict the reactants needed to synthesize it. The reactants are: C([O:3][C:4](=[O:31])[C:5]1[CH:10]=[C:9]([C:11]([F:14])([F:13])[F:12])[C:8]([CH2:15][N:16]2[CH2:20][CH2:19][C@@H:18]([N:21]([C:23]([O:25][C:26]([CH3:29])([CH3:28])[CH3:27])=[O:24])[CH3:22])[CH2:17]2)=[CH:7][C:6]=1[NH2:30])C.NC1C(Cl)=C(C=O)C(C(F)(F)F)=CC=1C(O)=O.